Dataset: Full USPTO retrosynthesis dataset with 1.9M reactions from patents (1976-2016). Task: Predict the reactants needed to synthesize the given product. (1) Given the product [C:1]([O:5][C:6]([N:8]1[CH2:17][C:16]([CH3:19])([CH3:18])[C:15]2[C:10](=[CH:11][C:12]([NH:20][C:21]([C:23]3[C:24]([NH:30][C:31]4[CH:40]=[C:39]5[C:34]([CH:35]=[CH:36][N:37]=[CH:38]5)=[CH:33][CH:32]=4)=[N:25][CH:26]=[CH:27][CH:28]=3)=[O:22])=[CH:13][CH:14]=2)[CH2:9]1)=[O:7])([CH3:4])([CH3:3])[CH3:2], predict the reactants needed to synthesize it. The reactants are: [C:1]([O:5][C:6]([N:8]1[CH2:17][C:16]([CH3:19])([CH3:18])[C:15]2[C:10](=[CH:11][C:12]([NH:20][C:21]([C:23]3[C:24](Cl)=[N:25][CH:26]=[CH:27][CH:28]=3)=[O:22])=[CH:13][CH:14]=2)[CH2:9]1)=[O:7])([CH3:4])([CH3:3])[CH3:2].[NH2:30][C:31]1[CH:40]=[C:39]2[C:34]([CH:35]=[CH:36][N:37]=[CH:38]2)=[CH:33][CH:32]=1.C1(P(C2CCCCC2)C2C=CC=CC=2C2C=CC=CC=2N(C)C)CCCCC1. (2) Given the product [Br:1][C:2]1[CH:7]=[CH:6][C:5]([CH2:8][NH:9][C:31]([CH:27]2[CH2:28][CH2:29][CH2:30][CH:25]([NH:24][C:18]3[N:17]=[C:16]([CH3:15])[N:21]=[C:20]([NH:22][CH3:23])[N:19]=3)[CH2:26]2)=[O:32])=[C:4]([O:10][C:11]([F:12])([F:13])[F:14])[CH:3]=1, predict the reactants needed to synthesize it. The reactants are: [Br:1][C:2]1[CH:7]=[CH:6][C:5]([CH2:8][NH2:9])=[C:4]([O:10][C:11]([F:14])([F:13])[F:12])[CH:3]=1.[CH3:15][C:16]1[N:21]=[C:20]([NH:22][CH3:23])[N:19]=[C:18]([NH:24][CH:25]2[CH2:30][CH2:29][CH2:28][CH:27]([C:31](O)=[O:32])[CH2:26]2)[N:17]=1.F[P-](F)(F)(F)(F)F.N1(O[P+](N(C)C)(N(C)C)N(C)C)C2C=CC=CC=2N=N1.C(N(C(C)C)CC)(C)C. (3) Given the product [C:15]([N:22]1[CH2:23][CH2:24][CH:25]([O:14][C:6]2[CH:7]=[C:8]([C:10]([F:11])([F:12])[F:13])[CH:9]=[C:4]([N+:1]([O-:3])=[O:2])[CH:5]=2)[CH2:26][CH2:27]1)([O:17][C:18]([CH3:21])([CH3:20])[CH3:19])=[O:16], predict the reactants needed to synthesize it. The reactants are: [N+:1]([C:4]1[CH:5]=[C:6]([OH:14])[CH:7]=[C:8]([C:10]([F:13])([F:12])[F:11])[CH:9]=1)([O-:3])=[O:2].[C:15]([N:22]1[CH2:27][CH2:26][CH:25](O)[CH2:24][CH2:23]1)([O:17][C:18]([CH3:21])([CH3:20])[CH3:19])=[O:16].C1C=CC(P(C2C=CC=CC=2)C2C=CC=CC=2)=CC=1.CCOC(/N=N/C(OCC)=O)=O.